This data is from Reaction yield outcomes from USPTO patents with 853,638 reactions. The task is: Predict the reaction yield, written as a fraction of the theoretical maximum amount of product (1.0 means a 100% yield; for example, 0.34 means a 34% yield). (1) The reactants are [C:1]([NH:4][C:5]1[S:20][C:8]2[CH2:9][N:10](C(OC(C)(C)C)=O)[CH2:11][CH2:12][C:7]=2[C:6]=1[C:21]1[CH:26]=[CH:25][CH:24]=[CH:23][CH:22]=1)(=[O:3])[CH3:2].[F:27][C:28]([F:33])([F:32])[C:29]([OH:31])=[O:30]. The catalyst is ClCCl. The product is [F:27][C:28]([F:33])([F:32])[C:29]([O-:31])=[O:30].[C:1]([NH:4][C:5]1[S:20][C:8]2[CH2:9][NH2+:10][CH2:11][CH2:12][C:7]=2[C:6]=1[C:21]1[CH:26]=[CH:25][CH:24]=[CH:23][CH:22]=1)(=[O:3])[CH3:2]. The yield is 0.950. (2) The reactants are [NH:1]1[CH:5]=[C:4]([C:6]([OH:8])=O)[N:3]=[N:2]1.CN(C(ON1N=NC2C=CC=NC1=2)=[N+](C)C)C.F[P-](F)(F)(F)(F)F.[NH2:33][C@H:34]([CH2:43][C:44]1[CH:49]=[CH:48][C:47]([C:50]2[CH:55]=[CH:54][CH:53]=[CH:52][CH:51]=2)=[CH:46][CH:45]=1)[CH2:35][C@:36]([CH2:41][OH:42])([CH3:40])[C:37]([OH:39])=[O:38]. The catalyst is CCN(C(C)C)C(C)C.CN(C=O)C. The product is [C:47]1([C:50]2[CH:51]=[CH:52][CH:53]=[CH:54][CH:55]=2)[CH:46]=[CH:45][C:44]([CH2:43][C@@H:34]([NH:33][C:6]([C:4]2[NH:3][N:2]=[N:1][CH:5]=2)=[O:8])[CH2:35][C@:36]([CH2:41][OH:42])([CH3:40])[C:37]([OH:39])=[O:38])=[CH:49][CH:48]=1. The yield is 0.950. (3) No catalyst specified. The reactants are [CH3:1][C:2]1(O)[CH2:6][CH2:5][CH2:4][CH2:3]1.[OH:8][S:9]([OH:12])(=[O:11])=[O:10].[OH:13][OH:14]. The yield is 0.700. The product is [OH:11][S:9]([OH:12])(=[O:10])=[O:8].[CH3:1][C:2]1([O:13][O:14][C:2]2([CH3:1])[CH2:6][CH2:5][CH2:4][CH2:3]2)[CH2:6][CH2:5][CH2:4][CH2:3]1. (4) The reactants are [N:1]([CH2:4][CH2:5][CH2:6][C:7]1[C:15]2[C:10](=[CH:11][CH:12]=[C:13]([F:16])[CH:14]=2)[NH:9][CH:8]=1)=[N+:2]=[N-:3].CC([O-])(C)C.[K+].[Cl:23][C:24]1[N:25]=[C:26]2[N:30]([C:31]=1[S:32](Cl)(=[O:34])=[O:33])[CH:29]=[CH:28][S:27]2. The catalyst is C1COCC1. The product is [N:1]([CH2:4][CH2:5][CH2:6][C:7]1[C:15]2[C:10](=[CH:11][CH:12]=[C:13]([F:16])[CH:14]=2)[N:9]([S:32]([C:31]2[N:30]3[C:26]([S:27][CH:28]=[CH:29]3)=[N:25][C:24]=2[Cl:23])(=[O:33])=[O:34])[CH:8]=1)=[N+:2]=[N-:3]. The yield is 0.880. (5) The yield is 0.970. The product is [CH2:8]([O:10][C:11]([C@H:13]1[CH2:18][CH2:17][CH2:16][N:15]([C:19](=[O:27])[C:20]2[CH:25]=[CH:24][CH:23]=[CH:22][C:21]=2[CH3:26])[C@H:14]1[C:28]1[CH:29]=[CH:30][C:31]([NH2:34])=[CH:32][CH:33]=1)=[O:12])[CH3:9]. The reactants are Cl.O1CCOCC1.[CH2:8]([O:10][C:11]([C@H:13]1[CH2:18][CH2:17][CH2:16][N:15]([C:19](=[O:27])[C:20]2[CH:25]=[CH:24][CH:23]=[CH:22][C:21]=2[CH3:26])[C@H:14]1[C:28]1[CH:33]=[CH:32][C:31]([NH:34]C(OC(C)(C)C)=O)=[CH:30][CH:29]=1)=[O:12])[CH3:9].C([O-])(O)=O.[Na+]. The catalyst is C(Cl)Cl. (6) The reactants are C(OC([N:8]1[CH2:13][CH2:12][N:11]([C:14]([O:16][C:17]([CH3:20])([CH3:19])[CH3:18])=[O:15])[CH2:10][CH:9]1[C:21]([OH:23])=O)=O)(C)(C)C.C[N:25](C=O)C.S(Cl)(Cl)=O. The catalyst is C1COCC1.N1C=CC=CC=1. The product is [C:21]([CH:9]1[NH:8][CH2:13][CH2:12][N:11]([C:14]([O:16][C:17]([CH3:18])([CH3:19])[CH3:20])=[O:15])[CH2:10]1)(=[O:23])[NH2:25]. The yield is 0.490. (7) The product is [NH2:7][C@H:8]1[C:17]2[C:12](=[CH:13][C:14]([O:18][CH3:19])=[CH:15][CH:16]=2)[O:11][C@@H:10]([C:20]2[CH:29]=[CH:28][C:23]([C:24]([O:26][CH3:27])=[O:25])=[CH:22][N:21]=2)[CH2:9]1. The yield is 0.910. The reactants are C([S@@]([N:7]=[C:8]1[C:17]2[C:12](=[CH:13][C:14]([O:18][CH3:19])=[CH:15][CH:16]=2)[O:11][C@@H:10]([C:20]2[CH:29]=[CH:28][C:23]([C:24]([O:26][CH3:27])=[O:25])=[CH:22][N:21]=2)[CH2:9]1)=O)(C)(C)C.[BH4-].[Na+].Cl.O1CCOCC1. The catalyst is CO.